The task is: Predict the reactants needed to synthesize the given product.. This data is from Retrosynthesis with 50K atom-mapped reactions and 10 reaction types from USPTO. (1) Given the product Cc1ccc2nc(N3CCCN(C(=O)C4CCOCC4)CC3)sc2c1, predict the reactants needed to synthesize it. The reactants are: Cc1ccc2nc(Cl)sc2c1.O=C(C1CCOCC1)N1CCCNCC1. (2) Given the product COc1cc(Nc2nc3cccc(C(F)(F)F)n3n2)ccc1-n1cnc(C)c1, predict the reactants needed to synthesize it. The reactants are: COc1cc(Br)ccc1-n1cnc(C)c1.Nc1nc2cccc(C(F)(F)F)n2n1. (3) The reactants are: COc1cccc(OC)c1B(O)O.O=C(OCc1ccccc1)c1ccc(Cl)cc1OCc1ccccc1. Given the product COc1cccc(OC)c1-c1ccc(C(=O)OCc2ccccc2)c(OCc2ccccc2)c1, predict the reactants needed to synthesize it. (4) Given the product Cc1nn(-c2c(F)cccc2F)cc1C=O, predict the reactants needed to synthesize it. The reactants are: Cc1ccn(-c2c(F)cccc2F)n1.O=C([O-])O. (5) Given the product CCc1ccc(Nc2c(F)c(F)cc(F)c2F)c(CC(=O)N(C)C)c1, predict the reactants needed to synthesize it. The reactants are: CC(=O)c1ccc(Nc2c(F)c(F)cc(F)c2F)c(CC(=O)N(C)C)c1. (6) The reactants are: CCc1noc(-c2sc(N)nc2-c2ccccc2)n1.O=C(Cl)Cc1ccccc1. Given the product CCc1noc(-c2sc(NC(=O)Cc3ccccc3)nc2-c2ccccc2)n1, predict the reactants needed to synthesize it. (7) Given the product COC(=O)C(Cc1cccc(CCOC(=O)Nc2ccc(Cl)cc2Cl)c1)C(=O)OC, predict the reactants needed to synthesize it. The reactants are: COC(=O)C(Cc1cccc(CCO)c1)C(=O)OC.O=C=Nc1ccc(Cl)cc1Cl. (8) Given the product C[C@@H](O)c1ccncc1, predict the reactants needed to synthesize it. The reactants are: CC(=O)c1ccncc1.